This data is from Reaction yield outcomes from USPTO patents with 853,638 reactions. The task is: Predict the reaction yield, written as a fraction of the theoretical maximum amount of product (1.0 means a 100% yield; for example, 0.34 means a 34% yield). (1) The reactants are [NH2:1][C:2]1[CH:11]=[CH:10][C:5]2[NH:6][C:7](=[O:9])[NH:8][C:4]=2[CH:3]=1.[Cl:12][C:13]1[N:18]=[C:17](Cl)[C:16]([F:20])=[CH:15][N:14]=1.CO. The catalyst is O. The product is [Cl:12][C:13]1[N:18]=[C:17]([NH:1][C:2]2[CH:11]=[CH:10][C:5]3[NH:6][C:7](=[O:9])[NH:8][C:4]=3[CH:3]=2)[C:16]([F:20])=[CH:15][N:14]=1. The yield is 0.700. (2) The reactants are [S:1]1[CH:5]=[N:4][N:3]=[C:2]1[NH2:6].CC(C)([O-])C.[K+].[Cl:13][C:14]1[CH:39]=[CH:38][C:17]([O:18][C:19]2[C:24]([F:25])=[CH:23][C:22]([S:26](OC3C=CC(Cl)=CC=3)(=[O:28])=[O:27])=[C:21]([F:37])[CH:20]=2)=[C:16]([C:40]2[N:45]3[CH:46]=[CH:47][N:48]=[C:44]3[CH:43]=[CH:42][CH:41]=2)[CH:15]=1.Cl. The catalyst is CS(C)=O.C(OCC)(=O)C.O. The product is [Cl:13][C:14]1[CH:39]=[CH:38][C:17]([O:18][C:19]2[C:24]([F:25])=[CH:23][C:22]([S:26]([NH:6][C:2]3[S:1][CH:5]=[N:4][N:3]=3)(=[O:27])=[O:28])=[C:21]([F:37])[CH:20]=2)=[C:16]([C:40]2[N:45]3[CH:46]=[CH:47][N:48]=[C:44]3[CH:43]=[CH:42][CH:41]=2)[CH:15]=1. The yield is 0.420.